This data is from CYP3A4 inhibition data for predicting drug metabolism from PubChem BioAssay. The task is: Regression/Classification. Given a drug SMILES string, predict its absorption, distribution, metabolism, or excretion properties. Task type varies by dataset: regression for continuous measurements (e.g., permeability, clearance, half-life) or binary classification for categorical outcomes (e.g., BBB penetration, CYP inhibition). Dataset: cyp3a4_veith. (1) The drug is C/C=C(\C)C(=O)O[C@@H]1C(C)=C2[C@@H]3OC(=O)[C@](C)(O)[C@@]3(O)[C@H](OC(=O)CCC)C[C@](C)(OC(C)=O)[C@H]2[C@@H]1OC(=O)CCCCCCC. The result is 1 (inhibitor). (2) The compound is Cc1cnc(CNc2nc(-c3c(C)noc3C)nc3ccccc23)cn1. The result is 1 (inhibitor). (3) The drug is COc1cccc(Cn2c(=O)c(CCc3ccccc3)nc3cnc(N4CCNCC4)nc32)c1. The result is 1 (inhibitor). (4) The molecule is COc1ccccc1-c1c(C)oc2c(CN3CCN(CCO)CC3)c(O)ccc2c1=O. The result is 0 (non-inhibitor). (5) The molecule is O=c1c(-c2ccccc2)nc2cnc(Oc3cccc(Cl)c3)nc2n1C[C@H]1CCCO1. The result is 1 (inhibitor). (6) The compound is OC(CNCc1ccc(F)cc1)(c1ccc(F)cc1)c1ccc(F)cc1. The result is 1 (inhibitor). (7) The drug is Cc1cccc(CNc2ncncc2-c2ccccc2C(F)(F)F)c1. The result is 1 (inhibitor). (8) The drug is CC(C)CNC(=O)CCCc1c[nH]c2ccccc12.O=C(O)C(=O)O. The result is 0 (non-inhibitor). (9) The drug is O=C(NNC(=O)c1cc(-c2ccc(Cl)c(Cl)c2)nc2ccccc12)Nc1ccccc1. The result is 0 (non-inhibitor). (10) The molecule is CCOC(=O)c1ccc(-c2ccc(CO)o2)cc1. The result is 0 (non-inhibitor).